Dataset: Catalyst prediction with 721,799 reactions and 888 catalyst types from USPTO. Task: Predict which catalyst facilitates the given reaction. (1) Reactant: CC(OI1(OC(C)=O)(OC(C)=O)OC(=O)C2C=CC=CC1=2)=O.[Cl:23][C:24]1[C:31]([CH3:32])=[C:30]([N:33]2[C:37](=[O:38])[C:36]3([CH2:42][CH2:41][CH2:40][CH:39]3[OH:43])[N:35]([CH3:44])[C:34]2=[O:45])[CH:29]=[CH:28][C:25]=1[C:26]#[N:27]. Product: [Cl:23][C:24]1[C:31]([CH3:32])=[C:30]([N:33]2[C:37](=[O:38])[C:36]3([CH2:42][CH2:41][CH2:40][C:39]3=[O:43])[N:35]([CH3:44])[C:34]2=[O:45])[CH:29]=[CH:28][C:25]=1[C:26]#[N:27]. The catalyst class is: 4. (2) Reactant: [ClH:1].C(OC([NH:9][CH2:10][C@H:11]1[CH2:16][CH2:15][C@H:14]([C:17]([NH:19][C@H:20]([C:49](=[O:62])[NH:50][C:51]2[CH:56]=[CH:55][C:54]([C:57]3[N:58]=[N:59][NH:60][N:61]=3)=[CH:53][CH:52]=2)[CH2:21][C:22]2[CH:27]=[CH:26][C:25]([C:28]3[CH:33]=[CH:32][CH:31]=[CH:30][C:29]=3[C:34]([N:36]3[CH2:41][CH2:40][N:39](C(OC(C)(C)C)=O)[CH2:38][CH2:37]3)=[O:35])=[CH:24][CH:23]=2)=[O:18])[CH2:13][CH2:12]1)=O)(C)(C)C. Product: [ClH:1].[NH2:9][CH2:10][C@H:11]1[CH2:16][CH2:15][C@H:14]([C:17]([NH:19][C@@H:20]([CH2:21][C:22]2[CH:27]=[CH:26][C:25]([C:28]3[CH:33]=[CH:32][CH:31]=[CH:30][C:29]=3[C:34]([N:36]3[CH2:37][CH2:38][NH:39][CH2:40][CH2:41]3)=[O:35])=[CH:24][CH:23]=2)[C:49](=[O:62])[NH:50][C:51]2[CH:56]=[CH:55][C:54]([C:57]3[N:61]=[N:60][NH:59][N:58]=3)=[CH:53][CH:52]=2)=[O:18])[CH2:13][CH2:12]1. The catalyst class is: 12. (3) Reactant: [CH2:1]([O:8][C:9]([N:11]1[CH2:16][CH2:15][CH:14]([CH2:17][NH:18][C:19]2[CH:24]=[C:23]([CH3:25])[N:22]=[C:21]([NH:26]CC3C=CC(OC)=CC=3OC)[N:20]=2)[CH2:13][CH2:12]1)=[O:10])[C:2]1[CH:7]=[CH:6][CH:5]=[CH:4][CH:3]=1.FC(F)(F)C(O)=O. Product: [CH2:1]([O:8][C:9]([N:11]1[CH2:12][CH2:13][CH:14]([CH2:17][NH:18][C:19]2[CH:24]=[C:23]([CH3:25])[N:22]=[C:21]([NH2:26])[N:20]=2)[CH2:15][CH2:16]1)=[O:10])[C:2]1[CH:7]=[CH:6][CH:5]=[CH:4][CH:3]=1. The catalyst class is: 2. (4) Reactant: [OH:1][C:2]1[CH:7]=[CH:6][CH:5]=[CH:4][C:3]=1[C:8]1[N:9]([CH2:21][CH2:22][C:23]2[CH:28]=[CH:27][CH:26]=[CH:25][CH:24]=2)[C:10](=[O:20])[C:11]2[CH2:17][CH2:16][N:15](C)[CH2:14][CH2:13][C:12]=2[N:19]=1.[C:29](Cl)(=[O:31])[CH3:30].C(N(CC)CC)C.B(Br)(Br)Br. Product: [C:29]([N:15]1[CH2:16][CH2:17][C:11]2[C:10](=[O:20])[N:9]([CH2:21][CH2:22][C:23]3[CH:28]=[CH:27][CH:26]=[CH:25][CH:24]=3)[C:8]([C:3]3[CH:4]=[CH:5][CH:6]=[CH:7][C:2]=3[OH:1])=[N:19][C:12]=2[CH2:13][CH2:14]1)(=[O:31])[CH3:30]. The catalyst class is: 4. (5) Reactant: [CH3:1][N:2]([CH2:9][CH2:10][O:11][C:12]1[CH:25]=[CH:24][C:15]([CH2:16][CH:17]2[S:21][C:20](=[O:22])[NH:19][C:18]2=[O:23])=[CH:14][CH:13]=1)[C:3]1[CH:8]=[CH:7][CH:6]=[CH:5][N:4]=1.[CH2:26]([S:28]([OH:31])(=[O:30])=[O:29])[CH3:27]. Product: [CH2:26]([S:28]([OH:31])(=[O:30])=[O:29])[CH3:27].[CH3:1][N:2]([CH2:9][CH2:10][O:11][C:12]1[CH:25]=[CH:24][C:15]([CH2:16][CH:17]2[S:21][C:20](=[O:22])[NH:19][C:18]2=[O:23])=[CH:14][CH:13]=1)[C:3]1[CH:8]=[CH:7][CH:6]=[CH:5][N:4]=1. The catalyst class is: 41.